Dataset: Reaction yield outcomes from USPTO patents with 853,638 reactions. Task: Predict the reaction yield, written as a fraction of the theoretical maximum amount of product (1.0 means a 100% yield; for example, 0.34 means a 34% yield). (1) The reactants are [CH:1]1([CH2:7][C@@H:8]([NH:26][CH3:27])[CH2:9][N:10]2[CH2:15][CH2:14][N:13]([C:16]3[C:25]4[O:24][CH2:23][CH2:22][O:21][C:20]=4[CH:19]=[CH:18][CH:17]=3)[CH2:12][CH2:11]2)[CH2:6][CH2:5][CH2:4][CH2:3][CH2:2]1.C(N(CC)CC)C.[CH3:35][C:36]1([C:42](Cl)=[O:43])[CH2:41][CH2:40][CH2:39][CH2:38][CH2:37]1. The catalyst is ClCCl. The product is [CH:1]1([CH2:7][C@@H:8]([N:26]([CH3:27])[C:42]([C:36]2([CH3:35])[CH2:41][CH2:40][CH2:39][CH2:38][CH2:37]2)=[O:43])[CH2:9][N:10]2[CH2:11][CH2:12][N:13]([C:16]3[C:25]4[O:24][CH2:23][CH2:22][O:21][C:20]=4[CH:19]=[CH:18][CH:17]=3)[CH2:14][CH2:15]2)[CH2:2][CH2:3][CH2:4][CH2:5][CH2:6]1. The yield is 0.910. (2) The reactants are [OH-].[Li+].C([O:11][CH2:12][C:13]1[CH:18]=[C:17]([N:19]2[C:23]([C:24]([F:27])([F:26])[F:25])=[N:22][N:21]=[N:20]2)[CH:16]=[CH:15][C:14]=1[O:28][CH:29]1[CH2:31][CH2:30]1)(=O)C1C=CC=CC=1.C(=O)([O-])O.[Na+]. The catalyst is CO. The product is [CH:29]1([O:28][C:14]2[CH:15]=[CH:16][C:17]([N:19]3[C:23]([C:24]([F:25])([F:27])[F:26])=[N:22][N:21]=[N:20]3)=[CH:18][C:13]=2[CH2:12][OH:11])[CH2:30][CH2:31]1. The yield is 0.970. (3) The reactants are [Cl:1][C:2]1[CH:3]=[C:4]([CH:7]=[CH:8][CH:9]=1)[CH:5]=O.[CH3:10][NH2:11]. The catalyst is C(Cl)Cl. The product is [Cl:1][C:2]1[CH:3]=[C:4](/[CH:5]=[N:11]/[CH3:10])[CH:7]=[CH:8][CH:9]=1. The yield is 1.00. (4) The reactants are [CH2:1]([O:3][C:4](=[O:39])[C:5]1[CH:10]=[CH:9][C:8]([N:11]2[CH:15]=[C:14]([C:16]3[CH:21]=[CH:20][C:19]([Cl:22])=[CH:18][C:17]=3[Cl:23])[N:13]=[C:12]2/[CH:24]=[CH:25]/[C:26]2[CH:31]=[CH:30][C:29]([C:32]3[CH:37]=[CH:36][CH:35]=[C:34]([NH2:38])[CH:33]=3)=[CH:28][CH:27]=2)=[CH:7][CH:6]=1)[CH3:2].[CH3:40][S:41](Cl)(=[O:43])=[O:42]. No catalyst specified. The product is [CH2:1]([O:3][C:4](=[O:39])[C:5]1[CH:10]=[CH:9][C:8]([N:11]2[CH:15]=[C:14]([C:16]3[CH:21]=[CH:20][C:19]([Cl:22])=[CH:18][C:17]=3[Cl:23])[N:13]=[C:12]2/[CH:24]=[CH:25]/[C:26]2[CH:31]=[CH:30][C:29]([C:32]3[CH:37]=[CH:36][CH:35]=[C:34]([NH:38][S:41]([CH3:40])(=[O:43])=[O:42])[CH:33]=3)=[CH:28][CH:27]=2)=[CH:7][CH:6]=1)[CH3:2]. The yield is 0.750.